Dataset: Forward reaction prediction with 1.9M reactions from USPTO patents (1976-2016). Task: Predict the product of the given reaction. (1) Given the reactants [C:1]([O:5][C:6]([N:8]1[CH2:14][CH2:13][CH2:12][N:11]([C:15]2[S:16][C:17]([C:20](=[O:28])[C:21]3[CH:26]=[CH:25][CH:24]=[N:23][C:22]=3F)=[CH:18][N:19]=2)[CH2:10][CH2:9]1)=[O:7])([CH3:4])([CH3:3])[CH3:2].[OH-].[NH4+:30], predict the reaction product. The product is: [C:1]([O:5][C:6]([N:8]1[CH2:14][CH2:13][CH2:12][N:11]([C:15]2[S:16][C:17]([C:20](=[O:28])[C:21]3[CH:26]=[CH:25][CH:24]=[N:23][C:22]=3[NH2:30])=[CH:18][N:19]=2)[CH2:10][CH2:9]1)=[O:7])([CH3:4])([CH3:3])[CH3:2]. (2) Given the reactants [CH3:1][O:2][C:3]1[CH:8]=[CH:7][C:6]([C:9]2[C:13]([CH3:14])=[N:12][N:11](COCC[Si](C)(C)C)[C:10]=2[C:23]2[CH:24]=[N:25][C:26]([NH2:29])=[N:27][CH:28]=2)=[CH:5][CH:4]=1.B(Cl)(Cl)Cl.COC.C([O-])(O)=O.[Na+], predict the reaction product. The product is: [CH3:1][O:2][C:3]1[CH:8]=[CH:7][C:6]([C:9]2[C:13]([CH3:14])=[N:12][NH:11][C:10]=2[C:23]2[CH:28]=[N:27][C:26]([NH2:29])=[N:25][CH:24]=2)=[CH:5][CH:4]=1. (3) Given the reactants [CH2:1]([O:4][C:5]1[CH:10]=[C:9]([C:11]([F:14])([F:13])[F:12])[N:8]=[C:7]([C:15]2[N:20]=[CH:19][C:18]([NH2:21])=[CH:17][CH:16]=2)[N:6]=1)[CH:2]=[CH2:3].C(N(CC)CC)C.[Cl:29][CH2:30][C:31](Cl)=[O:32], predict the reaction product. The product is: [CH2:1]([O:4][C:5]1[CH:10]=[C:9]([C:11]([F:13])([F:12])[F:14])[N:8]=[C:7]([C:15]2[N:20]=[CH:19][C:18]([NH:21][C:31](=[O:32])[CH2:30][Cl:29])=[CH:17][CH:16]=2)[N:6]=1)[CH:2]=[CH2:3]. (4) Given the reactants [Cl:1][C:2]1[C:3]([CH2:10][O:11][CH:12]2[CH2:17][CH2:16][CH2:15][CH2:14][O:13]2)=[C:4]([CH2:8]O)[CH:5]=[N:6][CH:7]=1.C1(OP([N:34]=[N+:35]=[N-:36])(=O)OC2C=CC=CC=2)C=CC=CC=1.N1CCCN2CCCCCC=12, predict the reaction product. The product is: [N:34]([CH2:8][C:4]1[CH:5]=[N:6][CH:7]=[C:2]([Cl:1])[C:3]=1[CH2:10][O:11][CH:12]1[CH2:17][CH2:16][CH2:15][CH2:14][O:13]1)=[N+:35]=[N-:36]. (5) Given the reactants IC.[F:3][C:4]1[CH:12]=[C:11](O)[C:10]([F:14])=[CH:9][C:5]=1[C:6]([OH:8])=[O:7].[C:15](=O)([O-])[O-].[K+].[K+].CN([CH:24]=[O:25])C, predict the reaction product. The product is: [F:3][C:4]1[CH:12]=[C:11]([O:25][CH3:24])[C:10]([F:14])=[CH:9][C:5]=1[C:6]([O:8][CH3:15])=[O:7]. (6) Given the reactants [Cl:1][C:2]1[CH:3]=[C:4]([CH2:9][N:10]2[C:14]([CH3:15])=[C:13]([C:16]([NH:18][C:19]3[S:20][C:21]([C:25](O)=[O:26])=[C:22]([CH3:24])[N:23]=3)=[O:17])[N:12]=[N:11]2)[CH:5]=[CH:6][C:7]=1[Cl:8].CN.[CH3:30][N:31](C(ON1N=NC2C=CC=NC1=2)=[N+](C)C)C.F[P-](F)(F)(F)(F)F.CCN(C(C)C)C(C)C, predict the reaction product. The product is: [Cl:1][C:2]1[CH:3]=[C:4]([CH2:9][N:10]2[C:14]([CH3:15])=[C:13]([C:16]([NH:18][C:19]3[S:20][C:21]([C:25]([NH:31][CH3:30])=[O:26])=[C:22]([CH3:24])[N:23]=3)=[O:17])[N:12]=[N:11]2)[CH:5]=[CH:6][C:7]=1[Cl:8]. (7) Given the reactants [C:1]1([NH:7][C:8]([C:10]2([C:13]([OH:15])=O)[CH2:12][CH2:11]2)=[O:9])[CH:6]=[CH:5][CH:4]=[CH:3][CH:2]=1.C[N:17](C(ON1N=NC2C=CC=NC1=2)=[N+](C)C)C.F[P-](F)(F)(F)(F)F.[CH2:40]([O:47][C:48]1[CH:57]=[C:56]2[C:51]([C:52]([O:58][C:59]3[CH:60]=[CH:61][C:62](N)=[N:63][CH:64]=3)=[CH:53][CH:54]=[N:55]2)=[CH:50][CH:49]=1)[C:41]1[CH:46]=[CH:45][CH:44]=[CH:43][CH:42]=1.C1CCN2C(=NCCC2)CC1, predict the reaction product. The product is: [CH2:40]([O:47][C:48]1[CH:57]=[C:56]2[C:51]([C:52]([O:58][C:59]3[CH:60]=[CH:61][C:62]([N:7]([C:1]4[CH:2]=[CH:3][CH:4]=[CH:5][CH:6]=4)[C:8]([C:10]4([C:13]([NH2:17])=[O:15])[CH2:11][CH2:12]4)=[O:9])=[N:63][CH:64]=3)=[CH:53][CH:54]=[N:55]2)=[CH:50][CH:49]=1)[C:41]1[CH:42]=[CH:43][CH:44]=[CH:45][CH:46]=1.